Dataset: Reaction yield outcomes from USPTO patents with 853,638 reactions. Task: Predict the reaction yield, written as a fraction of the theoretical maximum amount of product (1.0 means a 100% yield; for example, 0.34 means a 34% yield). (1) The reactants are Cl[C:2]1[N:3]=[CH:4][C:5]([C:8]([NH:10][C:11]2[NH:12][N:13]=[C:14]([CH2:16][CH2:17][C:18]3[CH:23]=[C:22]([O:24][CH3:25])[CH:21]=[C:20]([O:26][CH3:27])[CH:19]=3)[CH:15]=2)=[O:9])=[N:6][CH:7]=1.[CH3:28][N:29]1[C@@H:34]([CH3:35])[CH2:33][NH:32][CH2:31][C@H:30]1[CH3:36].C[C@H]1CNC[C@@H](C)N1CC#N.C(N(C(C)C)C(C)C)C. The catalyst is CS(C)=O.CO. The product is [CH3:27][O:26][C:20]1[CH:19]=[C:18]([CH2:17][CH2:16][C:14]2[CH:15]=[C:11]([NH:10][C:8]([C:5]3[CH:4]=[N:3][C:2]([N:32]4[CH2:33][C@H:34]([CH3:35])[N:29]([CH3:28])[C@H:30]([CH3:36])[CH2:31]4)=[CH:7][N:6]=3)=[O:9])[NH:12][N:13]=2)[CH:23]=[C:22]([O:24][CH3:25])[CH:21]=1. The yield is 0.730. (2) The reactants are [H-].[Al+3].[Li+].[H-].[H-].[H-].[OH:7][C@H:8]1[CH2:13][CH2:12][C@H:11]([NH:14][C:15](=O)OC(C)(C)C)[CH2:10][CH2:9]1.O.[OH-].[Na+]. The catalyst is O1CCCC1.C(Cl)(Cl)Cl. The product is [CH3:15][NH:14][C@H:11]1[CH2:12][CH2:13][C@H:8]([OH:7])[CH2:9][CH2:10]1. The yield is 0.890. (3) The yield is 1.04. The product is [F:26][C:2]([F:1])([F:25])[C:3]1[CH:8]=[CH:7][C:6]([N:9]2[CH:13]=[N:12][C:11]([C:14]3[CH:19]=[CH:18][C:17]([CH2:20][CH2:21][CH2:22][CH2:23][OH:24])=[CH:16][CH:15]=3)=[N:10]2)=[CH:5][CH:4]=1. The reactants are [F:1][C:2]([F:26])([F:25])[C:3]1[CH:8]=[CH:7][C:6]([N:9]2[CH:13]=[N:12][C:11]([C:14]3[CH:19]=[CH:18][C:17]([C:20]#[C:21][CH2:22][CH2:23][OH:24])=[CH:16][CH:15]=3)=[N:10]2)=[CH:5][CH:4]=1. The catalyst is [Pd].C(OCC)(=O)C. (4) The reactants are C[O:2][C:3](=[O:32])[CH:4]([O:29][CH2:30][CH3:31])[CH2:5][C:6]1[CH:11]=[CH:10][C:9]([O:12][CH2:13][CH2:14][C:15]2[CH:20]=[CH:19][C:18]([O:21][S:22]([CH3:25])(=[O:24])=[O:23])=[CH:17][CH:16]=2)=[CH:8][C:7]=1[N+:26]([O-:28])=[O:27].O.[OH-].[Li+]. The catalyst is O1CCCC1.O. The product is [CH2:30]([O:29][CH:4]([CH2:5][C:6]1[CH:11]=[CH:10][C:9]([O:12][CH2:13][CH2:14][C:15]2[CH:20]=[CH:19][C:18]([O:21][S:22]([CH3:25])(=[O:24])=[O:23])=[CH:17][CH:16]=2)=[CH:8][C:7]=1[N+:26]([O-:28])=[O:27])[C:3]([OH:32])=[O:2])[CH3:31]. The yield is 0.930. (5) The reactants are C(Cl)CCl.[NH:5]([C:7]1[C:8]2[N:9]([CH:17]=[CH:18][CH:19]=2)[C:10]2[C:15]([N:16]=1)=[CH:14][CH:13]=[CH:12][CH:11]=2)[NH2:6].[NH:20]1[C:28]2[C:23](=[CH:24][CH:25]=[CH:26][CH:27]=2)[CH:22]=[C:21]1[C:29](O)=[O:30].C(=O)(O)[O-].[Na+]. The catalyst is CN(C1C=CN=CC=1)C.C(OCC)(=O)C.O. The product is [CH:17]1[N:9]2[C:10]3[C:15]([N:16]=[C:7]([NH:5][NH:6][C:29]([C:21]4[NH:20][C:28]5[C:23]([CH:22]=4)=[CH:24][CH:25]=[CH:26][CH:27]=5)=[O:30])[C:8]2=[CH:19][CH:18]=1)=[CH:14][CH:13]=[CH:12][CH:11]=3. The yield is 0.620. (6) The reactants are C(OC(=O)C[O:8][C:9]1[C:18]2[CH2:17][CH2:16][CH2:15][C:14](=[O:19])[C:13]=2[CH:12]=[C:11](C2C=CC=CC=2)[CH:10]=1)(C)(C)C.C(N(C(C)C)CC)(C)C.[F:36][C:37]([F:50])([F:49])[S:38]([O:41]S(C(F)(F)F)(=O)=O)(=[O:40])=[O:39]. The catalyst is ClCCl.O. The product is [O:19]=[C:14]1[C:13]2[CH:12]=[C:11]([O:41][S:38]([C:37]([F:50])([F:49])[F:36])(=[O:39])=[O:40])[CH:10]=[C:9]([O:8][S:38]([C:37]([F:50])([F:49])[F:36])(=[O:40])=[O:39])[C:18]=2[CH2:17][CH2:16][CH2:15]1. The yield is 0.690. (7) The reactants are C(O[CH:5]1[CH2:10][CH2:9][N:8]([C:11]2[CH:16]=[CH:15][C:14]([B:17]3[O:21][C:20]([CH3:23])([CH3:22])[C:19]([CH3:25])([CH3:24])[O:18]3)=[CH:13][CH:12]=2)[CH2:7][CH2:6]1)(=O)C.BrC1C=C[C:30]([N:33]2CCC(N(C)C)C[CH2:34]2)=CC=1. No catalyst specified. The product is [CH3:30][N:33]([CH3:34])[CH:5]1[CH2:10][CH2:9][N:8]([C:11]2[CH:16]=[CH:15][C:14]([B:17]3[O:21][C:20]([CH3:23])([CH3:22])[C:19]([CH3:25])([CH3:24])[O:18]3)=[CH:13][CH:12]=2)[CH2:7][CH2:6]1. The yield is 0.230. (8) The reactants are Br[C:2]1[CH:29]=[CH:28][C:5]([CH2:6][N:7]2[CH:11]=[C:10]([C:12]3[CH:17]=[CH:16][C:15]([Cl:18])=[CH:14][C:13]=3[Cl:19])[N:9]=[C:8]2[C:20]2[CH:25]=[CH:24][C:23]([O:26][CH3:27])=[CH:22][CH:21]=2)=[CH:4][CH:3]=1.[F:30][C:31]([F:42])([F:41])[C:32]1[CH:33]=[C:34](B(O)O)[CH:35]=[CH:36][CH:37]=1. No catalyst specified. The product is [Cl:19][C:13]1[CH:14]=[C:15]([Cl:18])[CH:16]=[CH:17][C:12]=1[C:10]1[N:9]=[C:8]([C:20]2[CH:21]=[CH:22][C:23]([O:26][CH3:27])=[CH:24][CH:25]=2)[N:7]([CH2:6][C:5]2[CH:28]=[CH:29][C:2]([C:34]3[CH:35]=[CH:36][CH:37]=[C:32]([C:31]([F:42])([F:41])[F:30])[CH:33]=3)=[CH:3][CH:4]=2)[CH:11]=1. The yield is 0.770. (9) The product is [CH:22]([N:12]([C:10](=[O:11])[CH2:9][CH2:8][C:3]1[CH:4]=[CH:5][CH:6]=[CH:7][C:2]=1[C:38]1[CH:37]=[CH:36][CH:35]=[C:34]([N+:31]([O-:33])=[O:32])[CH:39]=1)[NH:13][C:14](=[O:21])[C:15]1[CH:20]=[CH:19][CH:18]=[CH:17][CH:16]=1)([CH3:24])[CH3:23]. The reactants are Br[C:2]1[CH:7]=[CH:6][CH:5]=[CH:4][C:3]=1[CH2:8][CH2:9][C:10]([N:12]([CH:22]([CH3:24])[CH3:23])[NH:13][C:14](=[O:21])[C:15]1[CH:20]=[CH:19][CH:18]=[CH:17][CH:16]=1)=[O:11].C([O-])([O-])=O.[Na+].[Na+].[N+:31]([C:34]1[CH:35]=[C:36](B(O)O)[CH:37]=[CH:38][CH:39]=1)([O-:33])=[O:32]. The yield is 0.220. The catalyst is COCCOC.